This data is from Peptide-MHC class II binding affinity with 134,281 pairs from IEDB. The task is: Regression. Given a peptide amino acid sequence and an MHC pseudo amino acid sequence, predict their binding affinity value. This is MHC class II binding data. (1) The peptide sequence is AAATAGTTIYGAFAA. The MHC is HLA-DPA10103-DPB10601 with pseudo-sequence HLA-DPA10103-DPB10601. The binding affinity (normalized) is 0.136. (2) The peptide sequence is VYHQINHLKTVLEEK. The MHC is DRB1_0301 with pseudo-sequence DRB1_0301. The binding affinity (normalized) is 0.256.